This data is from Reaction yield outcomes from USPTO patents with 853,638 reactions. The task is: Predict the reaction yield, written as a fraction of the theoretical maximum amount of product (1.0 means a 100% yield; for example, 0.34 means a 34% yield). The reactants are [I:1][C:2]1[CH:3]=[CH:4][CH:5]=[C:6]([C:11]([NH:13][C:14]2[CH:19]=[CH:18][C:17]([C:20]([F:29])([C:25]([F:28])([F:27])[F:26])[C:21]([F:24])([F:23])[F:22])=[CH:16][C:15]=2[CH3:30])=[O:12])[C:7]=1[C:8](O)=[O:9].FC(F)(F)C(OC(=O)C(F)(F)F)=O. The catalyst is C(OC)(C)(C)C. The product is [I:1][C:2]1[C:7]2[C:8](=[O:9])[O:12][C:11](=[N:13][C:14]3[CH:19]=[CH:18][C:17]([C:20]([F:29])([C:25]([F:26])([F:27])[F:28])[C:21]([F:23])([F:24])[F:22])=[CH:16][C:15]=3[CH3:30])[C:6]=2[CH:5]=[CH:4][CH:3]=1. The yield is 0.940.